This data is from Catalyst prediction with 721,799 reactions and 888 catalyst types from USPTO. The task is: Predict which catalyst facilitates the given reaction. (1) Reactant: [C:1]([O:4][C@H:5]([CH2:21][N:22]1[CH2:26][CH2:25][CH2:24][CH2:23]1)[CH2:6][O:7][C:8]1[CH:17]=[C:16]2[C:11]([C:12](Cl)=[N:13][CH:14]=[N:15]2)=[CH:10][C:9]=1[O:19][CH3:20])(=[O:3])[CH3:2].[F:27][C:28]1[C:36]([OH:37])=[CH:35][CH:34]=[C:33]2[C:29]=1[CH:30]=[C:31]([CH3:38])[NH:32]2.C(=O)([O-])[O-].[K+].[K+]. Product: [C:1]([O:4][C@H:5]([CH2:21][N:22]1[CH2:26][CH2:25][CH2:24][CH2:23]1)[CH2:6][O:7][C:8]1[CH:17]=[C:16]2[C:11]([C:12]([O:37][C:36]3[C:28]([F:27])=[C:29]4[C:33](=[CH:34][CH:35]=3)[NH:32][C:31]([CH3:38])=[CH:30]4)=[N:13][CH:14]=[N:15]2)=[CH:10][C:9]=1[O:19][CH3:20])(=[O:3])[CH3:2]. The catalyst class is: 3. (2) Reactant: [CH2:1]1[C:10]2[C:5](=[CH:6][CH:7]=[CH:8][CH:9]=2)[CH2:4][CH2:3][N:2]1[NH2:11].C(N(CC)C(C)C)(C)C.Cl[C:22]([O:24][C:25]1[CH:30]=[CH:29][C:28]([C:31]([O:33][CH3:34])=[O:32])=[CH:27][CH:26]=1)=[O:23]. Product: [CH3:34][O:33][C:31](=[O:32])[C:28]1[CH:27]=[CH:26][C:25]([O:24][C:22](=[O:23])[NH:11][N:2]2[CH2:3][CH2:4][C:5]3[C:10](=[CH:9][CH:8]=[CH:7][CH:6]=3)[CH2:1]2)=[CH:30][CH:29]=1. The catalyst class is: 4. (3) Reactant: [Cl:1][C:2]1[N:7]=[C:6](Cl)[C:5]([N+:9]([O-:11])=[O:10])=[CH:4][N:3]=1.C(N(CC)C(C)C)(C)C.[C:21]([NH:24][CH2:25][CH2:26][NH2:27])(=[O:23])[CH3:22]. Product: [Cl:1][C:2]1[N:7]=[C:6]([NH:27][CH2:26][CH2:25][NH:24][C:21](=[O:23])[CH3:22])[C:5]([N+:9]([O-:11])=[O:10])=[CH:4][N:3]=1. The catalyst class is: 7. (4) Reactant: [C:1]([O:5][C:6]([N:8]([CH3:54])[C@@H:9]([CH3:53])[C:10]([NH:12][C@@H:13]([C:49]([SH:52])([CH3:51])[CH3:50])[C:14]([N:16]1[C@H:25]([C:26]([N:28]([CH2:38][C:39]2[CH:48]=[CH:47][C:42]([C:43]([O:45][CH3:46])=[O:44])=[CH:41][CH:40]=2)[C@@H:29]([C:31]2[CH:36]=[CH:35][CH:34]=[CH:33][C:32]=2[F:37])[CH3:30])=[O:27])[CH2:24][C:23]2[C:18](=[CH:19][CH:20]=[CH:21][CH:22]=2)[CH2:17]1)=[O:15])=[O:11])=[O:7])([CH3:4])([CH3:3])[CH3:2].IC.[CH3:57]CN(C(C)C)C(C)C. Product: [C:1]([O:5][C:6]([N:8]([CH3:54])[C@@H:9]([CH3:53])[C:10]([NH:12][C@@H:13]([C:49]([CH3:51])([S:52][CH3:57])[CH3:50])[C:14]([N:16]1[C@H:25]([C:26]([N:28]([CH2:38][C:39]2[CH:40]=[CH:41][C:42]([C:43]([O:45][CH3:46])=[O:44])=[CH:47][CH:48]=2)[C@@H:29]([C:31]2[CH:36]=[CH:35][CH:34]=[CH:33][C:32]=2[F:37])[CH3:30])=[O:27])[CH2:24][C:23]2[C:18](=[CH:19][CH:20]=[CH:21][CH:22]=2)[CH2:17]1)=[O:15])=[O:11])=[O:7])([CH3:4])([CH3:2])[CH3:3]. The catalyst class is: 2. (5) Reactant: [C:1](Cl)(Cl)=[O:2].[OH:5][C:6]1[N:11]=[CH:10][C:9]([N:12]2[C:17](=[O:18])[CH2:16][C:15]([CH3:20])([CH3:19])[CH2:14][C:13]2=[O:21])=[CH:8][CH:7]=1.C(N(CC)CC)C.N12CCN(CC1)CC2.[N:37]1[CH:42]=[CH:41][CH:40]=[CH:39][C:38]=1[CH2:43][N:44]1[CH2:49][CH2:48][NH:47][CH2:46][CH2:45]1. Product: [CH3:20][C:15]1([CH3:19])[CH2:16][C:17](=[O:18])[N:12]([C:9]2[CH:10]=[N:11][C:6]([O:5][C:1]([N:47]3[CH2:48][CH2:49][N:44]([CH2:43][C:38]4[CH:39]=[CH:40][CH:41]=[CH:42][N:37]=4)[CH2:45][CH2:46]3)=[O:2])=[CH:7][CH:8]=2)[C:13](=[O:21])[CH2:14]1. The catalyst class is: 4. (6) Reactant: Br[CH2:2][C:3]([CH:5]1[CH2:8][CH:7]([S:9]([C:12]2[CH:17]=[CH:16][CH:15]=[C:14]([C:18]([F:21])([F:20])[F:19])[CH:13]=2)(=[O:11])=[O:10])[CH2:6]1)=O.CCN(C(C)C)C(C)C.[F:31][C:32]([F:37])([F:36])[C:33](=[NH:35])[NH2:34]. Product: [F:31][C:32]([F:37])([F:36])[C:33]1[NH:34][C:3]([CH:5]2[CH2:8][CH:7]([S:9]([C:12]3[CH:17]=[CH:16][CH:15]=[C:14]([C:18]([F:21])([F:20])[F:19])[CH:13]=3)(=[O:11])=[O:10])[CH2:6]2)=[CH:2][N:35]=1. The catalyst class is: 23.